Dataset: Catalyst prediction with 721,799 reactions and 888 catalyst types from USPTO. Task: Predict which catalyst facilitates the given reaction. (1) Reactant: [C:1]([C:3]1[N:8]=[C:7]([CH2:9][CH2:10][C:11]([O:13][C:14]([CH3:17])([CH3:16])[CH3:15])=[O:12])[CH:6]=[C:5]([S:18]([CH3:21])(=[O:20])=[O:19])[CH:4]=1)#[N:2].[Cl:22][C:23]1[CH:24]=[C:25]([SH:33])[C:26](=[CH:31][CH:32]=1)[C:27](OC)=[O:28].C(N(CC)CC)C. Product: [Cl:22][C:23]1[CH:32]=[CH:31][C:26]2[C:27](=[O:28])[N:2]=[C:1]([C:3]3[N:8]=[C:7]([CH2:9][CH2:10][C:11]([O:13][C:14]([CH3:15])([CH3:16])[CH3:17])=[O:12])[CH:6]=[C:5]([S:18]([CH3:21])(=[O:20])=[O:19])[CH:4]=3)[S:33][C:25]=2[CH:24]=1. The catalyst class is: 11. (2) Reactant: P(Cl)(Cl)(OC)=O.[CH3:7][O:8][C:9]1[N:14]=[C:13](/[CH:15]=[CH:16]/[C:17]([NH2:19])=O)[CH:12]=[CH:11][C:10]=1[N:20]1[CH:24]=[C:23]([CH3:25])[N:22]=[CH:21]1.C1CCN2C(=NCCC2)CC1.C(=O)(O)[O-].[Na+]. Product: [CH3:7][O:8][C:9]1[N:14]=[C:13](/[CH:15]=[CH:16]/[C:17]#[N:19])[CH:12]=[CH:11][C:10]=1[N:20]1[CH:24]=[C:23]([CH3:25])[N:22]=[CH:21]1. The catalyst class is: 34.